Dataset: Reaction yield outcomes from USPTO patents with 853,638 reactions. Task: Predict the reaction yield, written as a fraction of the theoretical maximum amount of product (1.0 means a 100% yield; for example, 0.34 means a 34% yield). (1) The reactants are [CH2:1]([O:3][CH2:4][C:5]([C:8]1[C:32]([F:33])=[CH:31][C:11]([N:12](CC2C=CC(OC)=CC=2)CC2C=CC(OC)=CC=2)=[CH:10][C:9]=1[F:34])([CH3:7])[CH3:6])[CH3:2].Cl. The catalyst is CO.[C].[Pd]. The product is [CH2:1]([O:3][CH2:4][C:5]([C:8]1[C:9]([F:34])=[CH:10][C:11]([NH2:12])=[CH:31][C:32]=1[F:33])([CH3:7])[CH3:6])[CH3:2]. The yield is 0.930. (2) The reactants are [CH3:1][NH:2][C:3]1[N:8]=[C:7]([NH:9][CH3:10])[C:6]([N+:11]([O-])=O)=[CH:5][N:4]=1.[ClH:14]. The catalyst is CCO.[Pd]. The product is [ClH:14].[CH3:1][NH:2][C:3]1[N:8]=[C:7]([NH:9][CH3:10])[C:6]([NH2:11])=[CH:5][N:4]=1. The yield is 0.970. (3) The reactants are F[C:2]1[CH:9]=[C:8]([F:10])[CH:7]=[C:6](OC)[C:3]=1[C:4]#[N:5].[OH2:13].[NH2:14][NH2:15].[CH3:16]C(O)=O.C(OCC)(=O)C. The catalyst is C(O)CCC.O. The product is [F:10][C:8]1[CH:9]=[C:2]2[C:3]([C:4]([NH2:5])=[N:14][NH:15]2)=[C:6]([O:13][CH3:16])[CH:7]=1. The yield is 0.210. (4) The reactants are [N:1]1([C:7]2[C:12]([C:13]([O:15][CH:16]([CH3:18])[CH3:17])=[O:14])=[CH:11][CH:10]=[CH:9][N:8]=2)[CH2:6][CH2:5][NH:4][CH2:3][CH2:2]1.[CH:19]([C:21]1[CH:22]=[C:23]2[C:28](=[CH:29][CH:30]=1)[CH2:27][N:26]([C:31]([O:33][C:34]([CH3:37])([CH3:36])[CH3:35])=[O:32])[CH2:25][CH2:24]2)=O.C(O)(=O)C.C([BH3-])#N.[Na+]. The catalyst is CO. The product is [CH3:17][CH:16]([O:15][C:13]([C:12]1[C:7]([N:1]2[CH2:2][CH2:3][N:4]([CH2:19][C:21]3[CH:22]=[C:23]4[C:28](=[CH:29][CH:30]=3)[CH2:27][N:26]([C:31]([O:33][C:34]([CH3:37])([CH3:36])[CH3:35])=[O:32])[CH2:25][CH2:24]4)[CH2:5][CH2:6]2)=[N:8][CH:9]=[CH:10][CH:11]=1)=[O:14])[CH3:18]. The yield is 0.650. (5) The reactants are NCC1N=C(N(C2C=CC(OC)=CC=2)C)C2C(=CC=CC=2)N=1.[CH3:23][O:24][C:25]1[CH:30]=[CH:29][C:28]([N:31]([CH3:54])[C:32]2[C:41]3[C:36](=[CH:37][CH:38]=[CH:39][CH:40]=3)[N:35]=[C:34]([CH2:42][N:43]3C(=O)C4[C:45](=CC=CC=4)[C:44]3=[O:53])[N:33]=2)=[CH:27][CH:26]=1.O.NN.Cl. The catalyst is CCO. The product is [CH3:23][O:24][C:25]1[CH:26]=[CH:27][C:28]([N:31]([CH3:54])[C:32]2[C:41]3[C:36](=[CH:37][CH:38]=[CH:39][CH:40]=3)[N:35]=[C:34]([CH2:42][NH:43][C:44](=[O:53])[CH3:45])[N:33]=2)=[CH:29][CH:30]=1. The yield is 0.520. (6) The reactants are Cl[CH:2]1[N:7]([N+:8]([O-:10])=[O:9])[CH:6]=[CH:5][C:4](Cl)=[N:3]1.[CH3:12][C:13]1[CH:14]=[CH:15][C:16]([NH2:19])=[CH:17][CH:18]=1.CC[N:22]([CH:26]([CH3:28])[CH3:27])C(C)C. The catalyst is O1CCOCC1. The product is [C:13]1([CH3:12])[CH:18]=[CH:17][C:16]([NH:19][CH:2]2[N:7]([N+:8]([O-:10])=[O:9])[CH:6]=[CH:5][C:4]([NH:22][C:26]3[CH:27]=[CH:18][C:13]([CH3:14])=[CH:12][CH:28]=3)=[N:3]2)=[CH:15][CH:14]=1. The yield is 0.950. (7) The reactants are [CH3:1][C:2]1[O:6][N:5]=[C:4]([C:7]2[CH:12]=[CH:11][CH:10]=[CH:9][CH:8]=2)[C:3]=1[CH2:13][O:14][C:15]1[CH:23]=[CH:22][C:18]([C:19]([OH:21])=O)=[CH:17][N:16]=1.[OH:24][CH:25]1[CH2:30][CH2:29][NH:28][CH2:27][CH2:26]1. No catalyst specified. The product is [OH:24][CH:25]1[CH2:30][CH2:29][N:28]([C:19]([C:18]2[CH:17]=[N:16][C:15]([O:14][CH2:13][C:3]3[C:4]([C:7]4[CH:8]=[CH:9][CH:10]=[CH:11][CH:12]=4)=[N:5][O:6][C:2]=3[CH3:1])=[CH:23][CH:22]=2)=[O:21])[CH2:27][CH2:26]1. The yield is 0.730. (8) The reactants are [Cl:1][C:2]1[N:7]=[C:6](Cl)[CH:5]=[CH:4][N:3]=1.[CH:9]1([C:12]2[CH:16]=[C:15]([NH2:17])[NH:14][N:13]=2)[CH2:11][CH2:10]1. The catalyst is CCO. The product is [Cl:1][C:2]1[N:7]=[C:6]([NH:17][C:15]2[CH:16]=[C:12]([CH:9]3[CH2:11][CH2:10]3)[NH:13][N:14]=2)[CH:5]=[CH:4][N:3]=1. The yield is 0.450. (9) The reactants are [N+:1]([C:4]1[CH:12]=[C:11]2[C:7]([CH:8]=[C:9]([C:13]#[N:14])[NH:10]2)=[CH:6][CH:5]=1)([O-])=O. The catalyst is [Ni].CCO. The product is [NH2:1][C:4]1[CH:12]=[C:11]2[C:7]([CH:8]=[C:9]([C:13]#[N:14])[NH:10]2)=[CH:6][CH:5]=1. The yield is 0.490.